Dataset: Reaction yield outcomes from USPTO patents with 853,638 reactions. Task: Predict the reaction yield, written as a fraction of the theoretical maximum amount of product (1.0 means a 100% yield; for example, 0.34 means a 34% yield). (1) The reactants are [F:1][C:2]1[CH:7]=[CH:6][C:5]([C:8]2[N:12]=[C:11]([CH:13]3[CH2:18][CH2:17][NH:16][CH2:15][CH2:14]3)[N:10]([C:19]3[N:24]=[CH:23][CH:22]=[CH:21][N:20]=3)[N:9]=2)=[CH:4][CH:3]=1.Cl.C(N(CC)CC)C.[CH3:33][O:34][C:35]1[CH:40]=[CH:39][CH:38]=[CH:37][C:36]=1[CH2:41][C:42](O)=[O:43].CN(C(ON1N=NC2C=CC=NC1=2)=[N+](C)C)C.F[P-](F)(F)(F)(F)F. The product is [F:1][C:2]1[CH:3]=[CH:4][C:5]([C:8]2[N:12]=[C:11]([CH:13]3[CH2:18][CH2:17][N:16]([C:42](=[O:43])[CH2:41][C:36]4[CH:37]=[CH:38][CH:39]=[CH:40][C:35]=4[O:34][CH3:33])[CH2:15][CH2:14]3)[N:10]([C:19]3[N:20]=[CH:21][CH:22]=[CH:23][N:24]=3)[N:9]=2)=[CH:6][CH:7]=1. The yield is 0.00100. The catalyst is CN(C=O)C. (2) The reactants are [Br:1][C:2]1[N:3]=[C:4]([CH:7]([OH:18])[C:8]2[CH:17]=[CH:16][C:11]3[NH:12][C:13](=[O:15])[S:14][C:10]=3[CH:9]=2)[S:5][CH:6]=1. The catalyst is O1CCOCC1.O=[Mn]=O. The product is [Br:1][C:2]1[N:3]=[C:4]([C:7]([C:8]2[CH:17]=[CH:16][C:11]3[NH:12][C:13](=[O:15])[S:14][C:10]=3[CH:9]=2)=[O:18])[S:5][CH:6]=1. The yield is 0.880. (3) The reactants are [Cl:1][C:2]1[CH:7]=[CH:6][CH:5]=[C:4]([Cl:8])[C:3]=1[N:9]1[CH:18]=[C:12]2[CH:13]=[N+:14]([O-])[CH:15]=[CH:16][C:11]2=[N:10]1.P(Cl)(Cl)([Cl:21])=O.C(=O)([O-])O.[Na+]. The catalyst is [Cl-].C([N+](CCCC)(CCCC)CCCC)CCC.C(OCC)(=O)C. The product is [Cl:21][C:13]1[C:12]2=[CH:18][N:9]([C:3]3[C:2]([Cl:1])=[CH:7][CH:6]=[CH:5][C:4]=3[Cl:8])[N:10]=[C:11]2[CH:16]=[CH:15][N:14]=1. The yield is 0.490. (4) The reactants are [CH2:1]([C:3]1[N:8]([C:9]2[CH:14]=[CH:13][C:12]([O:15][C:16]([CH3:21])([CH3:20])[CH:17]([OH:19])[CH3:18])=[CH:11][CH:10]=2)[C:7](=[O:22])[C:6]([CH2:23][C:24]2[CH:29]=[CH:28][C:27]([C:30]3[CH:35]=[CH:34][CH:33]=[CH:32][C:31]=3[C:36]3[NH:40][C:39](=[O:41])[O:38][N:37]=3)=[CH:26][CH:25]=2)=[C:5]([CH2:42][CH2:43][CH3:44])[N:4]=1)[CH3:2].CC(OI1(OC(C)=O)(OC(C)=O)OC(=O)C2C1=CC=CC=2)=O.C(OCC)(=O)C.S([O-])([O-])(=O)=S.[Na+].[Na+]. The catalyst is ClCCl.O. The product is [CH3:21][C:16]([CH3:20])([O:15][C:12]1[CH:13]=[CH:14][C:9]([N:8]2[C:7](=[O:22])[C:6]([CH2:23][C:24]3[CH:29]=[CH:28][C:27]([C:30]4[CH:35]=[CH:34][CH:33]=[CH:32][C:31]=4[C:36]4[NH:40][C:39](=[O:41])[O:38][N:37]=4)=[CH:26][CH:25]=3)=[C:5]([CH2:42][CH2:43][CH3:44])[N:4]=[C:3]2[CH2:1][CH3:2])=[CH:10][CH:11]=1)[C:17](=[O:19])[CH3:18]. The yield is 0.890. (5) The reactants are [CH3:1][C:2]1[NH:3][C:4]2[C:9]([C:10]=1[C:11]([O:13][CH2:14][C:15]1[CH:20]=[CH:19][CH:18]=[CH:17][CH:16]=1)=[O:12])=[CH:8][C:7]([OH:21])=[CH:6][CH:5]=2.CN(C=O)C.C(N(CC)CC)C.[F:34][C:35]([F:50])([S:46](F)(=[O:48])=[O:47])[C:36]([F:45])([F:44])[C:37]([F:43])([F:42])[C:38]([F:41])([F:40])[F:39]. The catalyst is C(Cl)Cl.C(Cl)Cl.CO. The product is [CH2:14]([O:13][C:11]([C:10]1[C:9]2[C:4](=[CH:5][CH:6]=[C:7]([O:21][S:46]([C:35]([F:34])([F:50])[C:36]([F:44])([F:45])[C:37]([F:42])([F:43])[C:38]([F:41])([F:40])[F:39])(=[O:48])=[O:47])[CH:8]=2)[NH:3][C:2]=1[CH3:1])=[O:12])[C:15]1[CH:16]=[CH:17][CH:18]=[CH:19][CH:20]=1. The yield is 0.860. (6) The reactants are [O:1]=[C:2]1[C:7]2[C:8]([C:13]3[CH:18]=[CH:17][CH:16]=[CH:15][CH:14]=3)=[C:9]([CH:11]=O)[NH:10][C:6]=2[CH2:5][CH2:4][NH:3]1.[Cl:19][C:20]1[CH:21]=[C:22]2[C:26](=[CH:27][CH:28]=1)[NH:25][C:24](=[O:29])[CH2:23]2. No catalyst specified. The product is [Cl:19][C:20]1[CH:21]=[C:22]2[C:26](=[CH:27][CH:28]=1)[NH:25][C:24](=[O:29])[C:23]2=[CH:11][C:9]1[NH:10][C:6]2[CH2:5][CH2:4][NH:3][C:2](=[O:1])[C:7]=2[C:8]=1[C:13]1[CH:18]=[CH:17][CH:16]=[CH:15][CH:14]=1. The yield is 0.319. (7) The reactants are [OH:1][C@H:2]([C:41]1[CH:46]=[CH:45][CH:44]=[CH:43][CH:42]=1)[CH2:3][NH:4][C:5]1[CH:10]=[CH:9][C:8]([CH2:11][CH2:12][NH:13][CH2:14][C@H:15]([O:33][Si](C(C)(C)C)(C)C)[C:16]2[CH:21]=[CH:20][C:19]([O:22][CH2:23][C:24]3[CH:29]=[CH:28][CH:27]=[CH:26][CH:25]=3)=[C:18]([NH:30][CH:31]=[O:32])[CH:17]=2)=[CH:7][CH:6]=1.F.F.F.C(N(CC)CC)C.[OH-].[Na+]. The catalyst is O1CCCC1.C(OC(C)C)(=O)C. The product is [OH:1][C@H:2]([C:41]1[CH:42]=[CH:43][CH:44]=[CH:45][CH:46]=1)[CH2:3][NH:4][C:5]1[CH:6]=[CH:7][C:8]([CH2:11][CH2:12][NH:13][CH2:14][C@H:15]([OH:33])[C:16]2[CH:21]=[CH:20][C:19]([O:22][CH2:23][C:24]3[CH:25]=[CH:26][CH:27]=[CH:28][CH:29]=3)=[C:18]([NH:30][CH:31]=[O:32])[CH:17]=2)=[CH:9][CH:10]=1. The yield is 0.990. (8) The product is [Br:6][C:7]1[CH:8]=[CH:9][C:10]([O:15][CH:16]([CH3:18])[CH3:17])=[C:11]([CH:12]=[CH2:1])[CH:14]=1. The yield is 0.950. The catalyst is [Br-].C[P+](C1C=CC=CC=1)(C1C=CC=CC=1)C1C=CC=CC=1.C1COCC1.COC(C)(C)C.CCCCCC. The reactants are [CH2:1]([Li])CCC.[Br:6][C:7]1[CH:8]=[CH:9][C:10]([O:15][CH:16]([CH3:18])[CH3:17])=[C:11]([CH:14]=1)[CH:12]=O.[Cl-].[NH4+]. (9) The reactants are C(OC(=O)COC1C=CC(Cl)=CC=1C#CC1C=CC=C(S(CCC)(=O)=O)C=1)(C)(C)C.[C:31]([O:35][C:36](=[O:48])[CH2:37][O:38][C:39]1[CH:44]=[CH:43][C:42]([Cl:45])=[CH:41][C:40]=1[C:46]#[CH:47])([CH3:34])([CH3:33])[CH3:32].I[C:50]1[CH:55]=[C:54]([S:56]([C:59]2[CH:64]=[CH:63][CH:62]=[CH:61][CH:60]=2)(=[O:58])=[O:57])[CH:53]=[CH:52][C:51]=1[CH3:65]. No catalyst specified. The product is [C:31]([O:35][C:36](=[O:48])[CH2:37][O:38][C:39]1[CH:44]=[CH:43][C:42]([Cl:45])=[CH:41][C:40]=1[C:46]#[C:47][C:52]1[CH:53]=[C:54]([S:56]([C:59]2[CH:64]=[CH:63][CH:62]=[CH:61][CH:60]=2)(=[O:58])=[O:57])[CH:55]=[CH:50][C:51]=1[CH3:65])([CH3:34])([CH3:33])[CH3:32]. The yield is 1.00.